From a dataset of Forward reaction prediction with 1.9M reactions from USPTO patents (1976-2016). Predict the product of the given reaction. (1) Given the reactants [Li]CCCC.C(NC(C)C)(C)C.[Br:13][C:14]1[CH:19]=[C:18]([F:20])[CH:17]=[C:16]([Br:21])[CH:15]=1.[C:22](=[O:24])=[O:23], predict the reaction product. The product is: [Br:13][C:14]1[CH:15]=[C:16]([Br:21])[CH:17]=[C:18]([F:20])[C:19]=1[C:22]([OH:24])=[O:23]. (2) Given the reactants [Br:1][C:2]1[CH:3]=[C:4]([N+]([O-])=O)[C:5]([C:8]#[N:9])=[N:6][CH:7]=1.[F-:13].C([N+](CCCC)(CCCC)CCCC)CCC, predict the reaction product. The product is: [Br:1][C:2]1[CH:3]=[C:4]([F:13])[C:5]([C:8]#[N:9])=[N:6][CH:7]=1. (3) The product is: [CH:13]([C@H:12]1[CH2:11][O:10][C:9](=[O:16])[N:8]1[C:6]1[CH:5]=[CH:4][N:3]=[C:2]([NH:33][C@@H:31]([C:29]2[CH:28]=[N:27][N:26]([C:23]3[CH:24]=[CH:25][C:20]([O:19][CH3:18])=[CH:21][CH:22]=3)[CH:30]=2)[CH3:32])[N:7]=1)([CH3:15])[CH3:14].[CH:13]([C@H:12]1[CH2:11][O:10][C:9](=[O:16])[N:8]1[C:6]1[CH:5]=[CH:4][N:3]=[C:2]([NH:33][C@H:31]([C:29]2[CH:28]=[N:27][N:26]([C:23]3[CH:24]=[CH:25][C:20]([O:19][CH3:18])=[CH:21][CH:22]=3)[CH:30]=2)[CH3:32])[N:7]=1)([CH3:15])[CH3:14]. Given the reactants Cl[C:2]1[N:7]=[C:6]([N:8]2[C@@H:12]([CH:13]([CH3:15])[CH3:14])[CH2:11][O:10][C:9]2=[O:16])[CH:5]=[CH:4][N:3]=1.Cl.[CH3:18][O:19][C:20]1[CH:25]=[CH:24][C:23]([N:26]2[CH:30]=[C:29]([CH:31]([NH2:33])[CH3:32])[CH:28]=[N:27]2)=[CH:22][CH:21]=1.CCN(C(C)C)C(C)C, predict the reaction product. (4) Given the reactants [C:1]([O:5][C:6](=[O:29])[NH:7][C@@H:8]([CH2:21][C:22]1[CH:27]=[CH:26][CH:25]=[C:24]([OH:28])[CH:23]=1)[C@@H:9]([OH:20])[CH2:10][C@H:11]([C:13](=[O:19])[NH:14][CH2:15][CH2:16][CH2:17][CH3:18])[CH3:12])([CH3:4])([CH3:3])[CH3:2].[CH2:30](Br)[CH:31]=[CH2:32].O.[I-].[K+], predict the reaction product. The product is: [C:1]([O:5][C:6](=[O:29])[NH:7][C@@H:8]([CH2:21][C:22]1[CH:27]=[CH:26][CH:25]=[C:24]([O:28][CH2:32][CH:31]=[CH2:30])[CH:23]=1)[C@@H:9]([OH:20])[CH2:10][C@H:11]([C:13](=[O:19])[NH:14][CH2:15][CH2:16][CH2:17][CH3:18])[CH3:12])([CH3:3])([CH3:4])[CH3:2]. (5) Given the reactants [CH:1]([N:4]1[C:8]([C:9]2[N:18]=[C:17]3[N:11]([CH2:12][CH2:13][O:14][C:15]4[CH:22]=[C:21](O)[N:20]=[CH:19][C:16]=43)[CH:10]=2)=[N:7][C:6](C)=[N:5]1)([CH3:3])[CH3:2].[CH3:25][O:26][C@H:27]1[CH2:31][CH2:30][NH:29][C@@H:28]1[C:32]([NH2:34])=[O:33], predict the reaction product. The product is: [CH:1]([N:4]1[C:8]([C:9]2[N:18]=[C:17]3[C:16]4[CH:19]=[N:20][C:21]([N:29]5[CH2:30][CH2:31][C@H:27]([O:26][CH3:25])[C@H:28]5[C:32]([NH2:34])=[O:33])=[CH:22][C:15]=4[O:14][CH2:13][CH2:12][N:11]3[CH:10]=2)=[N:7][CH:6]=[N:5]1)([CH3:2])[CH3:3]. (6) Given the reactants [Br:1][C:2]1[S:3][CH:4]=[C:5]([C:7](=[O:13])[C:8](OCC)=[O:9])[N:6]=1.[BH4-].[Na+].Cl, predict the reaction product. The product is: [Br:1][C:2]1[S:3][CH:4]=[C:5]([CH:7]([OH:13])[CH2:8][OH:9])[N:6]=1. (7) Given the reactants [CH2:1]([C:8]1[CH:9]=[N:10][N:11]2[C:16](N(C)C3C=CC=CC=3)=[N:15][C:14]([CH3:25])=[N:13][C:12]=12)[C:2]1[CH:7]=[CH:6][CH:5]=[CH:4][CH:3]=1.[OH-:26].[Na+], predict the reaction product. The product is: [CH2:1]([C:8]1[CH:9]=[N:10][N:11]2[C:16](=[O:26])[NH:15][C:14]([CH3:25])=[N:13][C:12]=12)[C:2]1[CH:7]=[CH:6][CH:5]=[CH:4][CH:3]=1.